This data is from Full USPTO retrosynthesis dataset with 1.9M reactions from patents (1976-2016). The task is: Predict the reactants needed to synthesize the given product. (1) Given the product [S:11]1[CH:12]=[CH:13][N:14]=[C:10]1[NH:9][C:33]([C:26]1[C:27]2[C:32](=[CH:31][CH:30]=[CH:29][CH:28]=2)[N:24]([CH2:7][CH:1]2[CH2:6][CH2:5][CH2:4][CH2:3][CH2:2]2)[CH:25]=1)=[O:35], predict the reactants needed to synthesize it. The reactants are: [CH:1]1([CH2:7]Br)[CH2:6][CH2:5][CH2:4][CH2:3][CH2:2]1.[NH2:9][C:10]1[S:11][CH:12]=[CH:13][N:14]=1.N1C2C(=CC=CC=2)C=C1.[NH:24]1[C:32]2[C:27](=[CH:28][CH:29]=[CH:30][CH:31]=2)[C:26]([C:33]([O:35]C)=O)=[CH:25]1. (2) Given the product [CH3:7][N:6]1[C:2]([S:1][C:27]2[CH:26]=[CH:25][C:21]3[N:22]=[CH:23][N:24]=[C:19]([NH:17][C:9]4[S:10][C:11]5[C:16]([N:8]=4)=[CH:15][CH:14]=[CH:13][N:12]=5)[C:20]=3[N:28]=2)=[N:3][N:4]=[N:5]1, predict the reactants needed to synthesize it. The reactants are: [SH:1][C:2]1[N:6]([CH3:7])[N:5]=[N:4][N:3]=1.[N:8]1[C:16]2[C:11](=[N:12][CH:13]=[CH:14][CH:15]=2)[S:10][C:9]=1[NH2:17].Cl[C:19]1[C:20]2[N:28]=[C:27](Cl)[CH:26]=[CH:25][C:21]=2[N:22]=[CH:23][N:24]=1. (3) The reactants are: CN([CH:4]=[O:5])C.O=P(Cl)(Cl)Cl.[Cl:11][C:12]1[CH:16]=[CH:15][NH:14][C:13]=1[C:17]([O:19][CH3:20])=[O:18]. Given the product [Cl:11][C:12]1[C:16]([CH:4]=[O:5])=[CH:15][NH:14][C:13]=1[C:17]([O:19][CH3:20])=[O:18].[Cl:11][C:12]1[CH:16]=[C:15]([CH:4]=[O:5])[NH:14][C:13]=1[C:17]([O:19][CH3:20])=[O:18], predict the reactants needed to synthesize it. (4) Given the product [C:1]([C:5]1[O:9][N:8]=[C:7]([NH:10][C:11]([NH:13][C:14]2[CH:19]=[CH:18][CH:17]=[C:16]([S:20][C:21]3[C:30]4[C:25](=[CH:26][C:27]([O:33][CH2:34][CH2:35][CH2:36][N:41]5[CH2:42][CH2:43][N:38]([CH2:44][CH2:45][OH:46])[CH2:39][CH2:40]5)=[C:28]([O:31][CH3:32])[CH:29]=4)[N:24]=[CH:23][N:22]=3)[CH:15]=2)=[O:12])[CH:6]=1)([CH3:4])([CH3:3])[CH3:2], predict the reactants needed to synthesize it. The reactants are: [C:1]([C:5]1[O:9][N:8]=[C:7]([NH:10][C:11]([NH:13][C:14]2[CH:19]=[CH:18][CH:17]=[C:16]([S:20][C:21]3[C:30]4[C:25](=[CH:26][C:27]([O:33][CH2:34][CH2:35][CH2:36]Cl)=[C:28]([O:31][CH3:32])[CH:29]=4)[N:24]=[CH:23][N:22]=3)[CH:15]=2)=[O:12])[CH:6]=1)([CH3:4])([CH3:3])[CH3:2].[N:38]1([CH2:44][CH2:45][OH:46])[CH2:43][CH2:42][NH:41][CH2:40][CH2:39]1. (5) Given the product [C:1]([S:5]([CH2:8][C@@H:9]([N:12]1[C@H:17]([C:18]2[CH:23]=[CH:22][C:21]([Cl:24])=[CH:20][CH:19]=2)[C@@H:16]([C:25]2[CH:30]=[CH:29][CH:28]=[C:27]([Cl:31])[CH:26]=2)[O:15][C@@H:14]([CH2:32][C:33]([NH:45][C:44]#[N:43])=[O:34])[C:13]1=[O:36])[CH2:10][CH3:11])(=[O:7])=[O:6])([CH3:2])([CH3:3])[CH3:4], predict the reactants needed to synthesize it. The reactants are: [C:1]([S:5]([CH2:8][C@@H:9]([N:12]1[C@H:17]([C:18]2[CH:23]=[CH:22][C:21]([Cl:24])=[CH:20][CH:19]=2)[C@@H:16]([C:25]2[CH:30]=[CH:29][CH:28]=[C:27]([Cl:31])[CH:26]=2)[O:15][C@@H:14]([CH2:32][C:33](O)=[O:34])[C:13]1=[O:36])[CH2:10][CH3:11])(=[O:7])=[O:6])([CH3:4])([CH3:3])[CH3:2].C1CCC([N:43]=[C:44]=[N:45]C2CCCCC2)CC1.ON1C(=O)CCC1=O.[OH-].[Na+].C([NH-])#N.[Na+]. (6) Given the product [F:17][C:14]1[CH:15]=[CH:16][C:11]([C:8]2[CH:9]=[N:10][C:5]3[N:6]([CH:19]=[C:3]([CH2:2][O:27][C:25]4[CH:24]=[CH:23][N:22]=[C:21]([F:20])[CH:26]=4)[N:4]=3)[N:7]=2)=[C:12]([CH3:18])[CH:13]=1, predict the reactants needed to synthesize it. The reactants are: Cl[CH2:2][C:3]1[N:4]=[C:5]2[N:10]=[CH:9][C:8]([C:11]3[CH:16]=[CH:15][C:14]([F:17])=[CH:13][C:12]=3[CH3:18])=[N:7][N:6]2[CH:19]=1.[F:20][C:21]1[CH:26]=[C:25]([OH:27])[CH:24]=[CH:23][N:22]=1. (7) Given the product [C:1]([C:3]1[CH:4]=[CH:5][C:6]([NH:9][CH:10]([C:14]2[CH:15]=[C:16]([CH2:24][CH3:25])[C:17]3[O:21][CH:20]=[C:19]([CH3:22])[C:18]=3[CH:23]=2)[C:11]([NH:41][S:38]([NH2:42])(=[O:40])=[O:39])=[O:12])=[CH:7][CH:8]=1)#[N:2], predict the reactants needed to synthesize it. The reactants are: [C:1]([C:3]1[CH:8]=[CH:7][C:6]([NH:9][CH:10]([C:14]2[CH:15]=[C:16]([CH2:24][CH3:25])[C:17]3[O:21][CH:20]=[C:19]([CH3:22])[C:18]=3[CH:23]=2)[C:11](O)=[O:12])=[CH:5][CH:4]=1)#[N:2].C(N1C=CN=C1)(N1C=CN=C1)=O.[S:38]([NH2:42])([NH2:41])(=[O:40])=[O:39].CCCCCCC=CCCC.